From a dataset of Full USPTO retrosynthesis dataset with 1.9M reactions from patents (1976-2016). Predict the reactants needed to synthesize the given product. (1) Given the product [CH3:28][O:27][C:21]1[CH:20]=[C:19]([C:16]2[CH:30]=[CH:29][C:13]([C:5]3[CH:4]=[C:3]([O:2][CH3:1])[C:8]([O:9][CH3:10])=[C:7]([O:11][CH3:12])[CH:6]=3)=[CH:14][N:15]=2)[CH:24]=[CH:23][C:22]=1[O:25][CH3:26], predict the reactants needed to synthesize it. The reactants are: [CH3:1][O:2][C:3]1[CH:4]=[C:5]([C:13]2N=N[C:16]([C:19]3[CH:24]=[CH:23][C:22]([O:25][CH3:26])=[C:21]([O:27][CH3:28])[CH:20]=3)=[N:15][CH:14]=2)[CH:6]=[C:7]([O:11][CH3:12])[C:8]=1[O:9][CH3:10].[CH:29]12CC(C=C1)C=[CH:30]2.CC=CCC=CC. (2) Given the product [F:1][C:2]1[CH:3]=[CH:4][C:5]([CH2:6][CH2:7][O:8][C:9]2[CH:14]=[CH:13][C:12]([B:15]3[O:17][C:27](=[O:28])[CH2:26][N:21]([CH3:20])[CH2:22][C:23](=[O:24])[O:16]3)=[CH:11][CH:10]=2)=[CH:18][CH:19]=1, predict the reactants needed to synthesize it. The reactants are: [F:1][C:2]1[CH:19]=[CH:18][C:5]([CH2:6][CH2:7][O:8][C:9]2[CH:14]=[CH:13][C:12]([B:15]([OH:17])[OH:16])=[CH:11][CH:10]=2)=[CH:4][CH:3]=1.[CH3:20][N:21]([CH2:26][C:27](O)=[O:28])[CH2:22][C:23](O)=[O:24].